Binary Classification. Given a drug SMILES string, predict its activity (active/inactive) in a high-throughput screening assay against a specified biological target. From a dataset of Cav3 T-type calcium channel HTS with 100,875 compounds. (1) The drug is S(=O)(=O)(N1CC(CCC1)C(=O)Nc1ncc(cc1)C)c1c(onc1C)C. The result is 0 (inactive). (2) The drug is S1(=O)(=O)CC2N(C(=O)N(C2C1)c1cc(ccc1)C(F)(F)F)c1c(cccc1)C. The result is 0 (inactive). (3) The drug is Clc1cc(N2CCN(CC2)C(=O)c2c3c(c(=O)n(c2)CC)cc(OC)c(OC)c3)ccc1. The result is 0 (inactive). (4) The molecule is Brc1ccc(N2C(=O)C(S\C2=C(\C(OCC)=O)C#N)CC)cc1. The result is 0 (inactive). (5) The drug is O(C(=O)c1c(NCCCCC)c2c([nH]c1=O)cccc2)CC. The result is 0 (inactive).